From a dataset of Reaction yield outcomes from USPTO patents with 853,638 reactions. Predict the reaction yield, written as a fraction of the theoretical maximum amount of product (1.0 means a 100% yield; for example, 0.34 means a 34% yield). (1) The reactants are Br[C:2]1[CH:7]=[CH:6][CH:5]=[CH:4][C:3]=1[CH2:8][CH2:9][S:10]([NH:13][C:14]1[CH:19]=[CH:18][CH:17]=[CH:16][C:15]=1[F:20])(=[O:12])=[O:11].C([O-])(=O)C.[Cs+]. The catalyst is CS(C)=O.C1C=CC=CC=1.C(OCC)C.[Cu]I. The product is [F:20][C:15]1[CH:16]=[CH:17][CH:18]=[CH:19][C:14]=1[N:13]1[C:2]2[CH:7]=[CH:6][CH:5]=[CH:4][C:3]=2[CH2:8][CH2:9][S:10]1(=[O:12])=[O:11]. The yield is 0.800. (2) The reactants are [CH2:1]([N:8]1[CH2:13][CH:12]([CH:14]([CH3:16])[CH3:15])[NH:11][C:10](=O)[C:9]1([CH3:19])[CH3:18])[C:2]1[CH:7]=[CH:6][CH:5]=[CH:4][CH:3]=1.[H-].[Al+3].[Li+].[H-].[H-].[H-].Cl[Si](C)(C)C.O. The catalyst is C1COCC1. The product is [CH2:1]([N:8]1[CH2:13][CH:12]([CH:14]([CH3:15])[CH3:16])[NH:11][CH2:10][C:9]1([CH3:18])[CH3:19])[C:2]1[CH:3]=[CH:4][CH:5]=[CH:6][CH:7]=1. The yield is 0.930. (3) The reactants are C1(C(C2C=CC=CC=2)=[N:8][C:9]2[C:10]([NH:15][C:16]3[CH:21]=[CH:20][CH:19]=[C:18]([CH3:22])[N:17]=3)=[CH:11][CH:12]=[CH:13][CH:14]=2)C=CC=CC=1.Cl. The catalyst is O1CCCC1. The product is [CH3:22][C:18]1[N:17]=[C:16]([NH:15][C:10]2[C:9]([NH2:8])=[CH:14][CH:13]=[CH:12][CH:11]=2)[CH:21]=[CH:20][CH:19]=1. The yield is 0.830.